From a dataset of NCI-60 drug combinations with 297,098 pairs across 59 cell lines. Regression. Given two drug SMILES strings and cell line genomic features, predict the synergy score measuring deviation from expected non-interaction effect. Drug 1: C1C(C(OC1N2C=NC3=C(N=C(N=C32)Cl)N)CO)O. Drug 2: CC1=C(C=C(C=C1)NC(=O)C2=CC=C(C=C2)CN3CCN(CC3)C)NC4=NC=CC(=N4)C5=CN=CC=C5. Cell line: HL-60(TB). Synergy scores: CSS=57.4, Synergy_ZIP=5.91, Synergy_Bliss=0.128, Synergy_Loewe=-29.0, Synergy_HSA=-0.911.